Predict the reactants needed to synthesize the given product. From a dataset of Full USPTO retrosynthesis dataset with 1.9M reactions from patents (1976-2016). (1) Given the product [Cl:1][CH2:2][C:3]([O:5][CH2:6][CH2:7][N:8]1[CH2:13][CH2:14][O:15][CH2:10][C:9]1=[O:12])=[O:4], predict the reactants needed to synthesize it. The reactants are: [Cl:1][CH2:2][C:3]([O:5][CH2:6][CH2:7][N:8]([CH2:13][CH2:14][OH:15])[C:9](=[O:12])[CH2:10]Cl)=[O:4].[H-].[Na+]. (2) Given the product [OH:37][C@H:34]([CH2:35][OH:36])[CH2:33][NH:32][C:28]([C:26]1[NH:27][C:23]([C:8]2[CH:9]=[C:10]([O:12][C:13]3[CH:18]=[CH:17][C:16]([S:19]([CH3:22])(=[O:20])=[O:21])=[CH:15][CH:14]=3)[CH:11]=[C:6]([O:5][C@@H:4]([CH3:31])[CH2:3][O:2][CH3:1])[CH:7]=2)=[CH:24][CH:25]=1)=[O:29], predict the reactants needed to synthesize it. The reactants are: [CH3:1][O:2][CH2:3][C@H:4]([CH3:31])[O:5][C:6]1[CH:7]=[C:8]([C:23]2[NH:27][C:26]([C:28](O)=[O:29])=[CH:25][CH:24]=2)[CH:9]=[C:10]([O:12][C:13]2[CH:18]=[CH:17][C:16]([S:19]([CH3:22])(=[O:21])=[O:20])=[CH:15][CH:14]=2)[CH:11]=1.[NH2:32][CH2:33][C@H:34]([OH:37])[CH2:35][OH:36].CCN=C=NCCCN(C)C.Cl.Cl. (3) Given the product [CH3:53][C:54]([CH3:58])([CH3:57])[CH2:55][NH:56][C:43]([C:42]1[CH:47]=[CH:48][CH:49]=[C:40]([C:9]2[C:10]3[C:15](=[CH:14][CH:13]=[C:12]([C:16]4[N:20]=[CH:19][N:18]([C:21]([C:28]5[CH:29]=[CH:30][CH:31]=[CH:32][CH:33]=5)([C:34]5[CH:39]=[CH:38][CH:37]=[CH:36][CH:35]=5)[C:22]5[CH:27]=[CH:26][CH:25]=[CH:24][CH:23]=5)[N:17]=4)[CH:11]=3)[N:7]([CH:2]3[CH2:3][CH2:4][CH2:5][CH2:6][O:1]3)[N:8]=2)[CH:41]=1)=[O:44], predict the reactants needed to synthesize it. The reactants are: [O:1]1[CH2:6][CH2:5][CH2:4][CH2:3][CH:2]1[N:7]1[C:15]2[C:10](=[CH:11][C:12]([C:16]3[N:20]=[CH:19][N:18]([C:21]([C:34]4[CH:39]=[CH:38][CH:37]=[CH:36][CH:35]=4)([C:28]4[CH:33]=[CH:32][CH:31]=[CH:30][CH:29]=4)[C:22]4[CH:27]=[CH:26][CH:25]=[CH:24][CH:23]=4)[N:17]=3)=[CH:13][CH:14]=2)[C:9]([C:40]2[CH:41]=[C:42]([CH:47]=[CH:48][CH:49]=2)[C:43](OC)=[O:44])=[N:8]1.O.[OH-].[Li+].[CH3:53][C:54]([CH3:58])([CH3:57])[CH2:55][NH2:56].O.ON1C2C=CC=CC=2N=N1. (4) Given the product [CH2:7]([C:9]12[CH2:16][CH:10]([CH2:11][CH2:12]1)[CH:15]=[CH:14]2)[CH2:6][CH2:1][CH3:2], predict the reactants needed to synthesize it. The reactants are: [CH3:1][CH2:2]OCC.[CH3:6][C:7]([CH3:9])=O.[C:10]1([CH3:16])[CH:15]=[CH:14]C=[CH:12][CH:11]=1. (5) The reactants are: C(OC1C=CC=CC=1CN(CC1C=CC=CN=1)CCCCCCC1CCC(C2C=CC=CC=2OC)CC1)(C)(C)C.Br[CH2:42][CH2:43][CH2:44][CH2:45][CH2:46][CH2:47][N:48]([CH2:56][C:57]1[CH:62]=[CH:61][CH:60]=[CH:59][C:58]=1[O:63][C:64]([CH3:67])([CH3:66])[CH3:65])[CH2:49][C:50]1[CH:55]=[CH:54][CH:53]=[CH:52][N:51]=1.[CH3:68][O:69][C:70]1[CH:71]=[C:72]2[C:76](=[CH:77][C:78]=1[O:79][CH3:80])[CH2:75][NH:74][CH2:73]2. Given the product [C:64]([O:63][C:58]1[CH:59]=[CH:60][CH:61]=[CH:62][C:57]=1[CH2:56][N:48]([CH2:49][C:50]1[CH:55]=[CH:54][CH:53]=[CH:52][N:51]=1)[CH2:47][CH2:46][CH2:45][CH2:44][CH2:43][CH2:42][N:74]1[CH2:75][C:76]2[C:72](=[CH:71][C:70]([O:69][CH3:68])=[C:78]([O:79][CH3:80])[CH:77]=2)[CH2:73]1)([CH3:67])([CH3:66])[CH3:65], predict the reactants needed to synthesize it. (6) Given the product [I-:1].[I-:1].[CH2:2]([N+:14]1[CH:15]=[CH:16][C:17]2[C:22](=[CH:21][CH:20]=[CH:19][CH:18]=2)[CH:13]=1)[CH2:3][CH2:4][CH2:5][CH2:6][CH2:7][CH2:8][CH2:9][CH2:10][CH2:11][N+:14]1[CH:15]=[CH:16][C:17]2[C:22](=[CH:21][CH:20]=[CH:19][CH:18]=2)[CH:13]=1, predict the reactants needed to synthesize it. The reactants are: [I:1][CH2:2][CH2:3][CH2:4][CH2:5][CH2:6][CH2:7][CH2:8][CH2:9][CH2:10][CH2:11]I.[CH:13]1[C:22]2[C:17](=[CH:18][CH:19]=[CH:20][CH:21]=2)[CH:16]=[CH:15][N:14]=1. (7) Given the product [C:8]([NH:16][C:17]1[CH:29]=[C:28]([NH:30][CH2:31][CH2:32][CH2:33][C:34]2[CH:35]=[CH:36][CH:37]=[CH:38][CH:39]=2)[CH:27]=[CH:26][C:18]=1[C:19]([OH:21])=[O:20])(=[O:15])[C:9]1[CH:10]=[CH:11][CH:12]=[CH:13][CH:14]=1, predict the reactants needed to synthesize it. The reactants are: FC(F)(F)C(O)=O.[C:8]([NH:16][C:17]1[CH:29]=[C:28]([NH:30][CH2:31][CH2:32][CH2:33][C:34]2[CH:39]=[CH:38][CH:37]=[CH:36][CH:35]=2)[CH:27]=[CH:26][C:18]=1[C:19]([O:21]C(C)(C)C)=[O:20])(=[O:15])[C:9]1[CH:14]=[CH:13][CH:12]=[CH:11][CH:10]=1. (8) Given the product [OH:1][C:2]1[CH:3]=[C:4]([N:8]2[CH2:13][CH2:12][N:11]([C:21]([O:23][C:24]([CH3:27])([CH3:26])[CH3:25])=[O:22])[CH2:10][CH2:9]2)[CH:5]=[CH:6][CH:7]=1, predict the reactants needed to synthesize it. The reactants are: [OH:1][C:2]1[CH:3]=[C:4]([N:8]2[CH2:13][CH2:12][NH:11][CH2:10][CH2:9]2)[CH:5]=[CH:6][CH:7]=1.C(N(CC)CC)C.[C:21](O[C:21]([O:23][C:24]([CH3:27])([CH3:26])[CH3:25])=[O:22])([O:23][C:24]([CH3:27])([CH3:26])[CH3:25])=[O:22].Cl. (9) Given the product [C:1]([C:3]1([C:6]2[CH:7]=[C:8]([CH:43]=[CH:44][CH:45]=2)[C:9]([NH:11][C:12]2[CH:13]=[C:14]([CH:40]=[CH:41][CH:42]=2)[O:15][C:16]2[CH:17]=[CH:18][C:19]3[N:20]([CH:22]=[C:23]([NH:25][C:26]([CH:28]4[CH2:32][CH2:31][NH:30][CH2:29]4)=[O:27])[N:24]=3)[N:21]=2)=[O:10])[CH2:4][CH2:5]1)#[N:2], predict the reactants needed to synthesize it. The reactants are: [C:1]([C:3]1([C:6]2[CH:7]=[C:8]([CH:43]=[CH:44][CH:45]=2)[C:9]([NH:11][C:12]2[CH:13]=[C:14]([CH:40]=[CH:41][CH:42]=2)[O:15][C:16]2[CH:17]=[CH:18][C:19]3[N:20]([CH:22]=[C:23]([NH:25][C:26]([CH:28]4[CH2:32][CH2:31][N:30](C(OC(C)(C)C)=O)[CH2:29]4)=[O:27])[N:24]=3)[N:21]=2)=[O:10])[CH2:5][CH2:4]1)#[N:2].FC(F)(F)C(O)=O.C(=O)([O-])O.[Na+].